From a dataset of Full USPTO retrosynthesis dataset with 1.9M reactions from patents (1976-2016). Predict the reactants needed to synthesize the given product. (1) Given the product [CH3:12][O:11][C:4]1[CH:3]=[C:2]([N:22]([CH3:21])[CH2:23][C:24]([O:26][C:27]([CH3:30])([CH3:29])[CH3:28])=[O:25])[CH:7]=[CH:6][C:5]=1[N+:8]([O-:10])=[O:9], predict the reactants needed to synthesize it. The reactants are: F[C:2]1[CH:7]=[CH:6][C:5]([N+:8]([O-:10])=[O:9])=[C:4]([O:11][CH3:12])[CH:3]=1.C(N(CC)CC)C.Cl.[CH3:21][NH:22][CH2:23][C:24]([O:26][C:27]([CH3:30])([CH3:29])[CH3:28])=[O:25].O. (2) The reactants are: Cl[C:2]1[N:3]=[N:4][C:5]([C:8]2[S:12][N:11]=[C:10]([CH3:13])[N:9]=2)=[CH:6][CH:7]=1.Cl.[NH:15]1[CH2:20][CH2:19][C:18]2([C:25]3[CH:26]=[CH:27][CH:28]=[CH:29][C:24]=3[NH:23][C:22](=[O:30])[O:21]2)[CH2:17][CH2:16]1.C(=O)([O-])[O-].[K+].[K+]. Given the product [CH3:13][C:10]1[N:9]=[C:8]([C:5]2[N:4]=[N:3][C:2]([N:15]3[CH2:16][CH2:17][C:18]4([C:25]5[CH:26]=[CH:27][CH:28]=[CH:29][C:24]=5[NH:23][C:22](=[O:30])[O:21]4)[CH2:19][CH2:20]3)=[CH:7][CH:6]=2)[S:12][N:11]=1, predict the reactants needed to synthesize it. (3) Given the product [CH2:1]([O:8][C:9]1[CH:14]=[CH:13][C:12]([N:15]2[CH2:19][C@H:18]([CH2:20][O:21][C:26]3[CH:27]=[CH:28][O:24][N:25]=3)[O:17][C:16]2=[O:22])=[CH:11][C:10]=1[F:23])[C:2]1[CH:3]=[CH:4][CH:5]=[CH:6][CH:7]=1, predict the reactants needed to synthesize it. The reactants are: [CH2:1]([O:8][C:9]1[CH:14]=[CH:13][C:12]([N:15]2[CH2:19][C@H:18]([CH2:20][OH:21])[O:17][C:16]2=[O:22])=[CH:11][C:10]=1[F:23])[C:2]1[CH:7]=[CH:6][CH:5]=[CH:4][CH:3]=1.[O:24]1[CH:28]=[CH:27][C:26](O)=[N:25]1.C1C=CC(P(C2C=CC=CC=2)C2C=CC=CC=2)=CC=1.CC(OC(/N=N/C(OC(C)C)=O)=O)C. (4) Given the product [F:35][C:29]1[CH2:30][CH2:31][CH2:32][CH:33]([F:34])[C:28]=1[C:7]1[S:6][C:5]([C:3]([OH:4])=[O:2])=[C:9]([N:10]([C@H:20]2[CH2:21][CH2:22][C@H:23]([O:26][CH3:27])[CH2:24][CH2:25]2)[C:11]([C@H:13]2[CH2:18][CH2:17][C@H:16]([CH3:19])[CH2:15][CH2:14]2)=[O:12])[CH:8]=1.[F:70][C:64]1[CH:65]([F:69])[CH2:66][CH2:67][CH2:68][C:63]=1[C:42]1[S:41][C:40]([C:38]([OH:39])=[O:37])=[C:44]([N:45]([C@H:55]2[CH2:56][CH2:57][C@H:58]([O:61][CH3:62])[CH2:59][CH2:60]2)[C:46]([C@H:48]2[CH2:53][CH2:52][C@H:51]([CH3:54])[CH2:50][CH2:49]2)=[O:47])[CH:43]=1, predict the reactants needed to synthesize it. The reactants are: C[O:2][C:3]([C:5]1[S:6][C:7]([C:28]2[CH:33]([F:34])[CH2:32][CH2:31][CH2:30][C:29]=2[F:35])=[CH:8][C:9]=1[N:10]([C@H:20]1[CH2:25][CH2:24][C@H:23]([O:26][CH3:27])[CH2:22][CH2:21]1)[C:11]([C@H:13]1[CH2:18][CH2:17][C@H:16]([CH3:19])[CH2:15][CH2:14]1)=[O:12])=[O:4].C[O:37][C:38]([C:40]1[S:41][C:42]([C:63]2[CH2:68][CH2:67][CH2:66][CH:65]([F:69])[C:64]=2[F:70])=[CH:43][C:44]=1[N:45]([C@H:55]1[CH2:60][CH2:59][C@H:58]([O:61][CH3:62])[CH2:57][CH2:56]1)[C:46]([C@H:48]1[CH2:53][CH2:52][C@H:51]([CH3:54])[CH2:50][CH2:49]1)=[O:47])=[O:39].[Li+].[OH-].O.